From a dataset of Reaction yield outcomes from USPTO patents with 853,638 reactions. Predict the reaction yield, written as a fraction of the theoretical maximum amount of product (1.0 means a 100% yield; for example, 0.34 means a 34% yield). The reactants are [Br:1][C:2]1[C:3]([NH2:18])=[N:4][C:5]([N:9]2[C:17]3[C:12](=[CH:13][CH:14]=[CH:15][CH:16]=3)[CH:11]=[N:10]2)=[N:6][C:7]=1Cl.[CH:19]1([CH2:22][NH2:23])[CH2:21][CH2:20]1.O. The catalyst is CS(C)=O. The product is [Br:1][C:2]1[C:7]([NH:23][CH2:22][CH:19]2[CH2:21][CH2:20]2)=[N:6][C:5]([N:9]2[C:17]3[C:12](=[CH:13][CH:14]=[CH:15][CH:16]=3)[CH:11]=[N:10]2)=[N:4][C:3]=1[NH2:18]. The yield is 0.797.